Dataset: Reaction yield outcomes from USPTO patents with 853,638 reactions. Task: Predict the reaction yield, written as a fraction of the theoretical maximum amount of product (1.0 means a 100% yield; for example, 0.34 means a 34% yield). (1) The reactants are [OH:1][C:2]1[C:7]([N+:8]([O-:10])=[O:9])=[CH:6][CH:5]=[CH:4][C:3]=1[C:11](=[O:24])/[CH:12]=[CH:13]/[C:14]1[CH:19]=[CH:18][CH:17]=[CH:16][C:15]=1[C:20]([F:23])([F:22])[F:21]. The catalyst is CS(C)=O.O1CCOCC1. The yield is 0.920. The product is [N+:8]([C:7]1[CH:6]=[CH:5][CH:4]=[C:3]2[C:2]=1[O:1][C:13]([C:14]1[CH:19]=[CH:18][CH:17]=[CH:16][C:15]=1[C:20]([F:21])([F:22])[F:23])=[CH:12][C:11]2=[O:24])([O-:10])=[O:9]. (2) The product is [CH3:16][C@H:8]([NH2:7])[CH2:9][N:10]1[CH2:15][CH2:14][O:13][CH2:12][CH2:11]1. The catalyst is CO. The reactants are C(OC(=O)[NH:7][CH:8]([CH3:16])[CH2:9][N:10]1[CH2:15][CH2:14][O:13][CH2:12][CH2:11]1)(C)(C)C.Cl. The yield is 0.960. (3) The reactants are [F:1][C:2]1[CH:3]=[C:4]2[C:12](=[CH:13][CH:14]=1)[NH:11][C:10]1[CH2:9][CH2:8][C@H:7]([C:15]([NH2:17])=O)[CH2:6][C:5]2=1.[H-].[Al+3].[Li+].[H-].[H-].[H-]. The catalyst is C1COCC1. The product is [F:1][C:2]1[CH:3]=[C:4]2[C:12](=[CH:13][CH:14]=1)[NH:11][C:10]1[CH2:9][CH2:8][C@H:7]([CH2:15][NH2:17])[CH2:6][C:5]2=1. The yield is 0.820. (4) The reactants are [F:1][C:2]1[CH:7]=[CH:6][C:5](B(O)O)=[CH:4][CH:3]=1.C(=O)([O-])[O-].[Na+].[Na+].Br[C:18]1[C:19]([N:27]2[CH2:32][CH2:31][N:30]([C:33]([O:35][C:36]([CH3:39])([CH3:38])[CH3:37])=[O:34])[CH2:29][CH2:28]2)=[C:20]2[CH:26]=[CH:25][NH:24][C:21]2=[N:22][CH:23]=1. The catalyst is O1CCOCC1.C1C=CC([P]([Pd]([P](C2C=CC=CC=2)(C2C=CC=CC=2)C2C=CC=CC=2)([P](C2C=CC=CC=2)(C2C=CC=CC=2)C2C=CC=CC=2)[P](C2C=CC=CC=2)(C2C=CC=CC=2)C2C=CC=CC=2)(C2C=CC=CC=2)C2C=CC=CC=2)=CC=1. The product is [F:1][C:2]1[CH:7]=[CH:6][C:5]([C:18]2[C:19]([N:27]3[CH2:32][CH2:31][N:30]([C:33]([O:35][C:36]([CH3:39])([CH3:38])[CH3:37])=[O:34])[CH2:29][CH2:28]3)=[C:20]3[CH:26]=[CH:25][NH:24][C:21]3=[N:22][CH:23]=2)=[CH:4][CH:3]=1. The yield is 0.664. (5) The product is [CH2:21]([N:22]1[C:23](=[O:56])[C@H:24]([CH2:36][C:37](=[O:55])[N:2]2[CH2:3][CH2:4][CH:5]([C:8]3[C:9](=[O:18])[NH:10][C:11]4[C:16]([CH:17]=3)=[CH:15][CH:14]=[CH:13][CH:12]=4)[CH2:6][CH2:7]2)[CH2:25][C:26]2[CH:34]=[CH:33][C:32]3[NH:31][N:30]=[CH:29][C:28]=3[C:27]=2[CH2:35]1)[C:20]([CH3:58])([CH3:57])[CH3:19]. No catalyst specified. The reactants are Cl.[NH:2]1[CH2:7][CH2:6][CH:5]([C:8]2[C:9](=[O:18])[NH:10][C:11]3[C:16]([CH:17]=2)=[CH:15][CH:14]=[CH:13][CH:12]=3)[CH2:4][CH2:3]1.[CH3:19][C:20]([CH3:58])([CH3:57])[CH2:21][N:22]1[CH2:35][C:27]2[C:28]3[CH:29]=[N:30][NH:31][C:32]=3[CH:33]=[CH:34][C:26]=2[CH2:25][C@H:24]([CH2:36][C:37](=[O:55])N2CCC(N3CC4C(=CC=CC=4)NC3=O)CC2)[C:23]1=[O:56]. The yield is 0.310. (6) The reactants are [CH2:1]([N:8]1[CH:12]=[C:11]([C:13]2[S:14][C:15]([C:19]([OH:21])=O)=[C:16]([CH3:18])[N:17]=2)[N:10]=[N:9]1)[C:2]1[CH:7]=[CH:6]C=CC=1.C1(C[N:26]2[CH:30]=[C:29]([C:31]3S[C:33]([C:37](O)=O)=[C:34](C)[N:35]=3)N=N2)CC1.N1C=CC=C(CN)C=1. No catalyst specified. The product is [CH:2]1([CH2:1][N:8]2[CH:12]=[C:11]([C:13]3[S:14][C:15]([C:19]([NH:26][CH2:30][C:29]4[CH:31]=[N:35][CH:34]=[CH:33][CH:37]=4)=[O:21])=[C:16]([CH3:18])[N:17]=3)[N:10]=[N:9]2)[CH2:7][CH2:6]1. The yield is 0.570. (7) The reactants are [CH3:1][O:2][C:3]([NH:5][C@H:6]([C:10]([N:12]1[CH:16]([C:17](O)=[O:18])[CH2:15][C:14]2([CH2:24][CH2:23][S:22](=[O:26])(=[O:25])[CH2:21][CH2:20]2)[CH2:13]1)=[O:11])[CH:7]([CH3:9])[CH3:8])=[O:4].C1C2(OCCCO2)C[C@@H](C2NC=C([C:42]3[CH:47]=[CH:46][C:45]([C:48]4[CH:53]=[CH:52][C:51]([C:54]5[N:55]=[C:56]([C@@H:59]6[CH2:63][CH2:62][CH2:61][N:60]6[C:64]([C@@H:66]([NH:70][C:71](=[O:74])[O:72][CH3:73])[CH:67]([CH3:69])[CH3:68])=[O:65])[NH:57][CH:58]=5)=[CH:50][CH:49]=4)=[CH:44][CH:43]=3)N=2)N1. No catalyst specified. The product is [CH3:68][CH:67]([CH3:69])[C@H:66]([NH:70][C:71](=[O:74])[O:72][CH3:73])[C:64]([N:60]1[CH2:61][CH2:62][CH2:63][C@H:59]1[C:56]1[NH:57][CH:58]=[C:54]([C:51]2[CH:50]=[CH:49][C:48]([C:45]3[CH:44]=[CH:43][C:42]([C:10](=[O:11])[CH2:6][NH:5][C:17]([CH:16]4[CH2:15][C:14]5([CH2:20][CH2:21][S:22](=[O:26])(=[O:25])[CH2:23][CH2:24]5)[CH2:13][N:12]4[C:10](=[O:11])[C@@H:6]([NH:5][C:3]([O:2][CH3:1])=[O:4])[CH:7]([CH3:9])[CH3:8])=[O:18])=[CH:47][CH:46]=3)=[CH:53][CH:52]=2)[N:55]=1)=[O:65]. The yield is 0.490. (8) The reactants are C(Cl)(=O)C(Cl)=O.CS(C)=O.[C:11]([O:15][C:16]([N:18]1[CH2:22][C@H:21]([C:23]2[CH:28]=[CH:27][CH:26]=[CH:25][CH:24]=2)[C@@H:20]([CH2:29][OH:30])[CH2:19]1)=[O:17])([CH3:14])([CH3:13])[CH3:12].C(N(C(C)C)CC)(C)C. The catalyst is ClCCl. The product is [C:11]([O:15][C:16]([N:18]1[CH2:22][C@H:21]([C:23]2[CH:24]=[CH:25][CH:26]=[CH:27][CH:28]=2)[C@@H:20]([CH:29]=[O:30])[CH2:19]1)=[O:17])([CH3:14])([CH3:13])[CH3:12]. The yield is 0.700. (9) The reactants are C(OC(=O)[NH:7][CH2:8][CH2:9][CH2:10][O:11][C:12]1[CH:17]=[CH:16][CH:15]=[C:14]([C:18]2[N:26]=[CH:25][N:24]=[C:23]3[C:19]=2[N:20]=[CH:21][N:22]3C2CCCCO2)[CH:13]=1)(C)(C)C.Cl. The catalyst is C(O)C. The product is [N:26]1[C:18]([C:14]2[CH:13]=[C:12]([CH:17]=[CH:16][CH:15]=2)[O:11][CH2:10][CH2:9][CH2:8][NH2:7])=[C:19]2[C:23]([NH:22][CH:21]=[N:20]2)=[N:24][CH:25]=1. The yield is 0.960. (10) The reactants are [CH2:1]([N:5]([CH2:35][CH2:36][CH2:37][CH3:38])[C:6]([C:8]1[N:9]=[C:10]([C:13]2[CH:22]=[CH:21][C:16]([C:17]([O:19][CH3:20])=[O:18])=[CH:15][C:14]=2[C:23]([N:25]2[CH2:34][CH2:33][C:32]3[C:27](=[CH:28][CH:29]=[CH:30][CH:31]=3)[CH2:26]2)=[O:24])[NH:11][CH:12]=1)=[O:7])[CH2:2][CH2:3][CH3:4].C([O-])([O-])=O.[K+].[K+].Br[CH2:46][CH2:47][CH2:48][OH:49]. The catalyst is CN(C=O)C.CC(OC)(C)C. The product is [CH2:35]([N:5]([CH2:1][CH2:2][CH2:3][CH3:4])[C:6]([C:8]1[N:9]=[C:10]([C:13]2[CH:22]=[CH:21][C:16]([C:17]([O:19][CH3:20])=[O:18])=[CH:15][C:14]=2[C:23]([N:25]2[CH2:34][CH2:33][C:32]3[C:27](=[CH:28][CH:29]=[CH:30][CH:31]=3)[CH2:26]2)=[O:24])[N:11]([CH2:46][CH2:47][CH2:48][OH:49])[CH:12]=1)=[O:7])[CH2:36][CH2:37][CH3:38]. The yield is 0.320.